Dataset: Forward reaction prediction with 1.9M reactions from USPTO patents (1976-2016). Task: Predict the product of the given reaction. (1) Given the reactants O[CH2:2][CH2:3][O:4][CH2:5][CH2:6][NH:7][C:8]([C:10]1[CH:34]=[CH:33][C:13]2[N:14]([CH3:32])[C:15]([NH:17][C:18]3[S:19][C:20]4[CH:26]=[C:25]([O:27][C:28]([F:31])([F:30])[F:29])[CH:24]=[CH:23][C:21]=4[N:22]=3)=[N:16][C:12]=2[CH:11]=1)=[O:9].COCCN(S(F)(F)[F:45])CCOC, predict the reaction product. The product is: [F:45][CH2:2][CH2:3][O:4][CH2:5][CH2:6][NH:7][C:8]([C:10]1[CH:34]=[CH:33][C:13]2[N:14]([CH3:32])[C:15]([NH:17][C:18]3[S:19][C:20]4[CH:26]=[C:25]([O:27][C:28]([F:30])([F:31])[F:29])[CH:24]=[CH:23][C:21]=4[N:22]=3)=[N:16][C:12]=2[CH:11]=1)=[O:9]. (2) The product is: [NH:43]1[C:44]2[C:49](=[CH:48][CH:47]=[CH:46][CH:45]=2)[C:41]([C:34]2[C:35](=[O:40])[N:36]([CH3:39])[C:37](=[O:38])[C:33]=2[C:26]2[C:27]3[C:28](=[N:29][CH:30]=[CH:31][CH:32]=3)[N:24]([C@@H:6]3[O:7][C@H:8]([CH2:19][O:20][C:21](=[O:23])[CH3:22])[C@@H:9]([O:15][C:16](=[O:18])[CH3:17])[C@H:10]([O:11][C:12](=[O:14])[CH3:13])[C@H:5]3[O:4][C:1](=[O:3])[CH3:2])[CH:25]=2)=[CH:42]1. Given the reactants [C:1]([O:4][C@@H:5]1[C@@H:10]([O:11][C:12](=[O:14])[CH3:13])[C@H:9]([O:15][C:16](=[O:18])[CH3:17])[C@@H:8]([CH2:19][O:20][C:21](=[O:23])[CH3:22])[O:7][C@H:6]1[N:24]1[C:28]2=[N:29][CH:30]=[CH:31][CH:32]=[C:27]2[C:26]([C:33]2[C:37](=[O:38])[N:36]([CH3:39])[C:35](=[O:40])[C:34]=2[C:41]2[C:49]3[C:44](=[CH:45][CH:46]=[CH:47][CH:48]=3)[N:43](C(OC(C)(C)C)=O)[CH:42]=2)=[CH:25]1)(=[O:3])[CH3:2].C(N(CC)CC)C.C(=O)(O)[O-].[Na+], predict the reaction product. (3) Given the reactants [CH:1]1([C:4]2[C:13]([CH:14]=[O:15])=[C:12]([C:16]3[CH:21]=[CH:20][C:19]([F:22])=[CH:18][CH:17]=3)[C:11]3[C:6](=[CH:7][CH:8]=[CH:9][CH:10]=3)[N:5]=2)[CH2:3][CH2:2]1.[C:23](#[N:25])[CH3:24].[H-].[Na+].C(O)(=O)C, predict the reaction product. The product is: [CH:1]1([C:4]2[C:13]([CH:14]([OH:15])[CH2:24][C:23]#[N:25])=[C:12]([C:16]3[CH:21]=[CH:20][C:19]([F:22])=[CH:18][CH:17]=3)[C:11]3[C:6](=[CH:7][CH:8]=[CH:9][CH:10]=3)[N:5]=2)[CH2:2][CH2:3]1. (4) Given the reactants [Br:1][C:2]1[C:19]([O:20][CH3:21])=[CH:18][C:5]2[CH:6]=[CH:7][C:8]3[C:12]([C:4]=2[CH:3]=1)=[N:11][NH:10][C:9]=3[C:13]([O:15][CH2:16][CH3:17])=[O:14].CC(C)([O-])C.[Li+].[C:28]([NH:35][CH2:36][CH2:37][CH2:38]Br)([O:30][C:31]([CH3:34])([CH3:33])[CH3:32])=[O:29], predict the reaction product. The product is: [Br:1][C:2]1[C:19]([O:20][CH3:21])=[CH:18][C:5]2[CH:6]=[CH:7][C:8]3[C:12]([C:4]=2[CH:3]=1)=[N:11][N:10]([CH2:38][CH2:37][CH2:36][NH:35][C:28]([O:30][C:31]([CH3:32])([CH3:34])[CH3:33])=[O:29])[C:9]=3[C:13]([O:15][CH2:16][CH3:17])=[O:14]. (5) Given the reactants [CH:1]([N:3]([CH2:5][C:6]1[CH:7]=[CH:8][C:9]([N+:15]([O-:17])=[O:16])=[C:10]([CH:14]=1)[C:11]([OH:13])=[O:12])[CH3:4])=[O:2].[C:18](=O)([O-])[O-].[K+].[K+].CI.O, predict the reaction product. The product is: [CH3:18][O:12][C:11](=[O:13])[C:10]1[CH:14]=[C:6]([CH2:5][N:3]([CH:1]=[O:2])[CH3:4])[CH:7]=[CH:8][C:9]=1[N+:15]([O-:17])=[O:16]. (6) Given the reactants Cl.[OH:2][C@H:3]1[CH2:7][NH:6][C@H:5]([C:8]([NH:10][CH2:11][C:12]2[CH:17]=[CH:16][C:15]([C:18]3[S:22][CH:21]=[N:20][C:19]=3[CH3:23])=[CH:14][CH:13]=2)=[O:9])[CH2:4]1.C(OC([NH:31][CH2:32][C:33](O)=[O:34])=O)(C)(C)C.CCN(C(C)C)C(C)C.CN(C(ON1N=NC2C=CC=NC1=2)=[N+](C)C)C.F[P-](F)(F)(F)(F)F.C(O)(C(F)(F)F)=O, predict the reaction product. The product is: [NH2:31][CH2:32][C:33]([N:6]1[CH2:7][C@H:3]([OH:2])[CH2:4][C@H:5]1[C:8]([NH:10][CH2:11][C:12]1[CH:13]=[CH:14][C:15]([C:18]2[S:22][CH:21]=[N:20][C:19]=2[CH3:23])=[CH:16][CH:17]=1)=[O:9])=[O:34].